This data is from Reaction yield outcomes from USPTO patents with 853,638 reactions. The task is: Predict the reaction yield, written as a fraction of the theoretical maximum amount of product (1.0 means a 100% yield; for example, 0.34 means a 34% yield). The reactants are CN(C)CC(O)=[O:5].[NH2:8][CH2:9][C:10]1[CH:35]=[C:34]([Cl:36])[CH:33]=[CH:32][C:11]=1[O:12][CH2:13][C:14]([N:16]1[CH2:21][C@H:20]([CH3:22])[N:19]([CH2:23][C:24]2[CH:29]=[CH:28][C:27]([F:30])=[CH:26][CH:25]=2)[CH2:18][C@H:17]1[CH3:31])=[O:15].CN(C)CCCN=C=NCC.ON1C2C=CC=CC=2N=N1.[CH2:58]([N:60]([CH2:63][CH3:64])[CH2:61][CH3:62])[CH3:59]. The catalyst is ClCCl.C(=O)(O)[O-].[Na+]. The product is [Cl:36][C:34]1[CH:33]=[CH:32][C:11]([O:12][CH2:13][C:14]([N:16]2[CH2:21][CH:20]([CH3:22])[N:19]([CH2:23][C:24]3[CH:29]=[CH:28][C:27]([F:30])=[CH:26][CH:25]=3)[CH2:18][CH:17]2[CH3:31])=[O:15])=[C:10]([CH:35]=1)[CH2:9][NH:8][C:59](=[O:5])[CH2:58][N:60]([CH2:63][CH3:64])[CH2:61][CH3:62]. The yield is 0.800.